Dataset: Catalyst prediction with 721,799 reactions and 888 catalyst types from USPTO. Task: Predict which catalyst facilitates the given reaction. (1) Reactant: [N+]([C:4]1[CH:11]=[CH:10][CH:9]=[C:8]([N+:12]([O-:14])=[O:13])[C:5]=1[C:6]#[N:7])([O-])=O.C([O-])([O-])=O.[K+].[K+].[C:21]1([SH:27])[CH:26]=[CH:25][CH:24]=[CH:23][CH:22]=1.O. Product: [N+:12]([C:8]1[CH:9]=[CH:10][CH:11]=[C:4]([S:27][C:21]2[CH:26]=[CH:25][CH:24]=[CH:23][CH:22]=2)[C:5]=1[C:6]#[N:7])([O-:14])=[O:13]. The catalyst class is: 3. (2) Reactant: [F:1][C:2]1[CH:7]=[CH:6][C:5]([CH2:8][NH:9][C:10](=[O:16])[O:11][C:12]([CH3:15])([CH3:14])[CH3:13])=[CH:4][C:3]=1[N+:17]([O-])=O. Product: [NH2:17][C:3]1[CH:4]=[C:5]([CH2:8][NH:9][C:10](=[O:16])[O:11][C:12]([CH3:14])([CH3:13])[CH3:15])[CH:6]=[CH:7][C:2]=1[F:1]. The catalyst class is: 129. (3) Reactant: [NH2:1][C:2]1[C:9]([O:10][CH3:11])=[CH:8][C:5]([C:6]#[N:7])=[C:4]([F:12])[CH:3]=1.Cl[C:14]1[N:19]=[C:18]([NH:20][CH3:21])[C:17]([C:22]([F:25])([F:24])[F:23])=[CH:16][N:15]=1.C(O)(C(F)(F)F)=O. Product: [F:12][C:4]1[CH:3]=[C:2]([NH:1][C:14]2[N:19]=[C:18]([NH:20][CH3:21])[C:17]([C:22]([F:25])([F:23])[F:24])=[CH:16][N:15]=2)[C:9]([O:10][CH3:11])=[CH:8][C:5]=1[C:6]#[N:7]. The catalyst class is: 51. (4) The catalyst class is: 5. Product: [F:1][C:2]1[CH:3]=[C:4]([C@H:9]2[CH2:13][O:12][C:11](=[O:14])[C@H:10]2[CH3:15])[CH:5]=[CH:6][C:7]=1[F:8]. Reactant: [F:1][C:2]1[CH:3]=[C:4]([C:9]2[CH2:13][O:12][C:11](=[O:14])[C:10]=2[CH3:15])[CH:5]=[CH:6][C:7]=1[F:8]. (5) Reactant: FC(F)(F)C(O)=O.[O:8]1[CH:12]=[CH:11][CH:10]=[C:9]1[C:13]1[O:17][C:16]([C:18](=[O:28])[CH2:19][CH2:20][CH2:21][CH:22]2[CH2:27][CH2:26][NH:25][CH2:24][CH2:23]2)=[N:15][CH:14]=1.[CH:29](=O)[C:30]1[CH:35]=[CH:34][CH:33]=[CH:32][CH:31]=1.[BH-](OC(C)=O)(OC(C)=O)OC(C)=O.[Na+]. Product: [CH2:29]([N:25]1[CH2:26][CH2:27][CH:22]([CH2:21][CH2:20][CH2:19][C:18]([C:16]2[O:17][C:13]([C:9]3[O:8][CH:12]=[CH:11][CH:10]=3)=[CH:14][N:15]=2)=[O:28])[CH2:23][CH2:24]1)[C:30]1[CH:35]=[CH:34][CH:33]=[CH:32][CH:31]=1. The catalyst class is: 2. (6) The catalyst class is: 618. Product: [CH3:33][C:34]1[CH:39]=[C:38]([NH:40][CH2:41][CH2:42][CH2:43][NH:16][C:11](=[O:45])/[CH:12]=[CH:13]/[CH2:14][CH2:15][CH3:10])[CH:37]=[CH:36][N:35]=1. Reactant: CN(C(ON1N=[N:16][C:11]2[CH:12]=[CH:13][CH:14]=[CH:15][C:10]1=2)=[N+](C)C)C.F[P-](F)(F)(F)(F)F.C(N(CC)CC)C.Cl.[CH3:33][C:34]1[CH:39]=[C:38]([NH:40][CH2:41][CH2:42][CH2:43]N)[CH:37]=[CH:36][N:35]=1.[O-2:45].[Al+3].[O-2].[O-2].[Al+3]. (7) Reactant: [CH:1]1([C:4]2[CH:5]=[CH:6][C:7]([NH2:10])=[N:8][CH:9]=2)[CH2:3][CH2:2]1.[Br:11]Br.[OH-].[Na+]. Product: [Br:11][C:6]1[C:7]([NH2:10])=[N:8][CH:9]=[C:4]([CH:1]2[CH2:3][CH2:2]2)[CH:5]=1. The catalyst class is: 15.